Task: Predict the reaction yield, written as a fraction of the theoretical maximum amount of product (1.0 means a 100% yield; for example, 0.34 means a 34% yield).. Dataset: Reaction yield outcomes from USPTO patents with 853,638 reactions (1) The reactants are Cl.[N:2]1([C:7](=N)[NH2:8])C=CC=N1.CN(C=O)C.CCN(C(C)C)C(C)C.[NH2:24][CH:25]([CH2:28][OH:29])[CH2:26][OH:27]. The catalyst is CCOCC. The product is [OH:27][CH2:26][CH:25]([NH:24][C:7]([NH2:8])=[NH:2])[CH2:28][OH:29]. The yield is 1.00. (2) The reactants are [C:1]([O:5][C:6]([NH:8][CH2:9][C:10]1[CH:18]=[CH:17][CH:16]=[C:12]([C:13]([OH:15])=O)[C:11]=1[C:19]([OH:21])=O)=[O:7])([CH3:4])([CH3:3])[CH3:2].Cl.[NH2:23][C:24]1([CH3:32])[CH2:29][CH2:28][C:27](=[O:30])[NH:26][C:25]1=[O:31]. The catalyst is N1C=CC=CC=1. The product is [C:1]([O:5][C:6](=[O:7])[NH:8][CH2:9][C:10]1[CH:18]=[CH:17][CH:16]=[C:12]2[C:11]=1[C:19](=[O:21])[N:23]([C:24]1([CH3:32])[CH2:29][CH2:28][C:27](=[O:30])[NH:26][C:25]1=[O:31])[C:13]2=[O:15])([CH3:2])([CH3:3])[CH3:4]. The yield is 0.510. (3) The reactants are [NH2:1][C:2]1[CH:7]=[C:6]([F:8])[C:5]([Br:9])=[CH:4][C:3]=1[NH:10][C:11]1[CH:16]=[CH:15][N:14]=[C:13]([NH2:17])[N:12]=1.[CH:18](OC)(OC)OC.CC1C=CC(S(O)(=O)=O)=CC=1.C([O-])(O)=O.[Na+]. The catalyst is CO.C1COCC1. The product is [Br:9][C:5]1[C:6]([F:8])=[CH:7][C:2]2[N:1]=[CH:18][N:10]([C:11]3[CH:16]=[CH:15][N:14]=[C:13]([NH2:17])[N:12]=3)[C:3]=2[CH:4]=1. The yield is 0.638. (4) The reactants are [CH:1]1[CH:6]=[N:5][C:3](=[S:4])[N:2]=1.C(N(CC)C(C)C)(C)C.Br[CH2:17][C:18]([O:20][CH3:21])=[O:19]. The catalyst is C1COCC1. The product is [NH:2]1[CH:1]=[CH:6][N:5]=[C:3]1[S:4][CH2:17][C:18]([O:20][CH3:21])=[O:19]. The yield is 0.750. (5) The reactants are [N:1]12[CH2:8][CH2:7][C:4]([C:9]([C:17]3[CH:22]=[CH:21][CH:20]=[CH:19][CH:18]=3)([C:11]3[CH:16]=[CH:15][CH:14]=[CH:13][CH:12]=3)[OH:10])([CH2:5][CH2:6]1)[CH2:3][CH2:2]2.[N+:23]([C:26]1[CH:31]=[CH:30][C:29]([O:32][CH2:33][CH2:34][CH2:35][Br:36])=[CH:28][CH:27]=1)([O-:25])=[O:24]. The catalyst is CC#N. The product is [Br-:36].[OH:10][C:9]([C:17]1[CH:22]=[CH:21][CH:20]=[CH:19][CH:18]=1)([C:11]1[CH:12]=[CH:13][CH:14]=[CH:15][CH:16]=1)[C:4]12[CH2:5][CH2:6][N+:1]([CH2:35][CH2:34][CH2:33][O:32][C:29]3[CH:30]=[CH:31][C:26]([N+:23]([O-:25])=[O:24])=[CH:27][CH:28]=3)([CH2:2][CH2:3]1)[CH2:8][CH2:7]2. The yield is 0.670.